This data is from Full USPTO retrosynthesis dataset with 1.9M reactions from patents (1976-2016). The task is: Predict the reactants needed to synthesize the given product. (1) Given the product [CH:28]1([CH2:27][O:26][C:16]2[N:15]=[C:14]([C:12]([NH:11][C:5]3([CH2:4][C:3]([OH:31])=[O:2])[CH2:9][C:8](=[O:10])[NH:7][CH2:6]3)=[O:13])[CH:19]=[CH:18][C:17]=2[N:20]2[CH2:23][C:22]([F:24])([F:25])[CH2:21]2)[CH2:30][CH2:29]1, predict the reactants needed to synthesize it. The reactants are: C[O:2][C:3](=[O:31])[CH2:4][C:5]1([NH:11][C:12]([C:14]2[CH:19]=[CH:18][C:17]([N:20]3[CH2:23][C:22]([F:25])([F:24])[CH2:21]3)=[C:16]([O:26][CH2:27][CH:28]3[CH2:30][CH2:29]3)[N:15]=2)=[O:13])[CH2:9][C:8](=[O:10])[NH:7][CH2:6]1.[OH-].[Li+]. (2) Given the product [C:1]([C:5]1[CH:6]=[C:7]([O:18][CH2:23][CH:22]=[CH2:21])[CH:8]=[CH:9][C:10]=1[O:11][C:12](=[O:17])[C:13]([CH3:16])([CH3:15])[CH3:14])([CH3:4])([CH3:2])[CH3:3], predict the reactants needed to synthesize it. The reactants are: [C:1]([C:5]1[CH:6]=[C:7]([OH:18])[CH:8]=[CH:9][C:10]=1[O:11][C:12](=[O:17])[C:13]([CH3:16])([CH3:15])[CH3:14])([CH3:4])([CH3:3])[CH3:2].[H-].[Na+].[CH2:21](Br)[CH:22]=[CH2:23]. (3) Given the product [CH3:13][NH:14][CH2:15][C:16]#[C:17][C:18]1[CH:23]=[CH:22][C:21]([O:24][C:25]([F:26])([F:27])[F:28])=[CH:20][CH:19]=1, predict the reactants needed to synthesize it. The reactants are: Cl.O1CCOCC1.C(O[C:13](=O)[N:14](C)[CH2:15][C:16]#[C:17][C:18]1[CH:23]=[CH:22][C:21]([O:24][C:25]([F:28])([F:27])[F:26])=[CH:20][CH:19]=1)(C)(C)C. (4) Given the product [F:17][C:2]([F:1])([F:18])[C:3]1[CH:4]=[CH:5][C:6]([C:9]2[CH:16]=[C:13]([CH2:14][NH2:15])[CH:12]=[N:11][CH:10]=2)=[CH:7][CH:8]=1, predict the reactants needed to synthesize it. The reactants are: [F:1][C:2]([F:18])([F:17])[C:3]1[CH:8]=[CH:7][C:6]([C:9]2[CH:10]=[N:11][CH:12]=[C:13]([CH:16]=2)[C:14]#[N:15])=[CH:5][CH:4]=1.[H][H]. (5) Given the product [C:1]([O:5][C:6]([N:8]1[CH2:12][CH2:11][CH2:10][C@H:9]1[C:13]1[N:16]=[C:22]([C:19]2([C:18]([F:26])([F:25])[F:17])[CH2:21][CH2:20]2)[O:15][N:14]=1)=[O:7])([CH3:4])([CH3:2])[CH3:3], predict the reactants needed to synthesize it. The reactants are: [C:1]([O:5][C:6]([N:8]1[CH2:12][CH2:11][CH2:10][C@H:9]1[C:13](=[NH:16])[NH:14][OH:15])=[O:7])([CH3:4])([CH3:3])[CH3:2].[F:17][C:18]([F:26])([F:25])[C:19]1([C:22](O)=O)[CH2:21][CH2:20]1.C(N=C=NC(C)C)(C)C. (6) Given the product [S:7]1[C:9](=[O:10])[C:8](=[O:12])[C:2]2[CH:3]=[CH:4][CH:5]=[CH:6][C:1]1=2, predict the reactants needed to synthesize it. The reactants are: [C:1]1([SH:7])[CH:6]=[CH:5][CH:4]=[CH:3][CH:2]=1.[C:8](Cl)(=[O:12])[C:9](Cl)=[O:10].[Al+3].[Cl-].[Cl-].[Cl-].Cl. (7) Given the product [CH2:26]([CH:5]1[CH2:4][N:3]([C:9]([O:11][C:12]([CH3:15])([CH3:14])[CH3:13])=[O:10])[C:2](=[O:1])[CH2:7][C:6]1=[O:8])[CH:27]([CH3:29])[CH3:28], predict the reactants needed to synthesize it. The reactants are: [O:1]=[C:2]1[CH2:7][C:6](=[O:8])[CH2:5][CH2:4][N:3]1[C:9]([O:11][C:12]([CH3:15])([CH3:14])[CH3:13])=[O:10].[Li+].C[Si]([N-][Si](C)(C)C)(C)C.[CH2:26](I)[CH:27]([CH3:29])[CH3:28].OS([O-])(=O)=O.[K+].